From a dataset of Catalyst prediction with 721,799 reactions and 888 catalyst types from USPTO. Predict which catalyst facilitates the given reaction. (1) Reactant: Cl[C:2]1[CH:11]=[CH:10][C:9]2[C:4](=[C:5]([OH:14])[C:6]([Cl:13])=[CH:7][C:8]=2[Cl:12])[N:3]=1.[CH3:15][NH2:16]. Product: [Cl:12][C:8]1[CH:7]=[C:6]([Cl:13])[C:5]([OH:14])=[C:4]2[C:9]=1[CH:10]=[CH:11][C:2]([NH:16][CH3:15])=[N:3]2. The catalyst class is: 8. (2) Reactant: [CH3:1][O:2][CH2:3][C@H:4]([CH3:31])[O:5][C:6]1[CH:7]=[C:8]([C:23]2[NH:27][C:26]([C:28](O)=[O:29])=[CH:25][CH:24]=2)[CH:9]=[C:10]([O:12][C:13]2[CH:18]=[CH:17][C:16]([S:19]([CH3:22])(=[O:21])=[O:20])=[CH:15][CH:14]=2)[CH:11]=1.[C:32]([S:51][CH2:52][CH2:53][NH2:54])([C:45]1[CH:50]=[CH:49][CH:48]=[CH:47][CH:46]=1)([C:39]1[CH:44]=[CH:43][CH:42]=[CH:41][CH:40]=1)[C:33]1[CH:38]=[CH:37][CH:36]=[CH:35][CH:34]=1. Product: [CH3:1][O:2][CH2:3][C@H:4]([CH3:31])[O:5][C:6]1[CH:7]=[C:8]([C:23]2[NH:27][C:26]([C:28]([NH:54][CH2:53][CH2:52][S:51][C:32]([C:39]3[CH:44]=[CH:43][CH:42]=[CH:41][CH:40]=3)([C:33]3[CH:34]=[CH:35][CH:36]=[CH:37][CH:38]=3)[C:45]3[CH:50]=[CH:49][CH:48]=[CH:47][CH:46]=3)=[O:29])=[CH:25][CH:24]=2)[CH:9]=[C:10]([O:12][C:13]2[CH:14]=[CH:15][C:16]([S:19]([CH3:22])(=[O:21])=[O:20])=[CH:17][CH:18]=2)[CH:11]=1. The catalyst class is: 119. (3) Reactant: [Cl:1][C:2]1[CH:7]=[C:6]([Cl:8])[CH:5]=[CH:4][N:3]=1.[Li+].CC([N-]C(C)C)C.C1C[O:20][CH2:19]C1.CCCCCCC.C(C1C=CC=CC=1)C.CN(C=O)C. Product: [Cl:1][C:2]1[N:3]=[CH:4][CH:5]=[C:6]([Cl:8])[C:7]=1[CH:19]=[O:20]. The catalyst class is: 7. (4) Reactant: C(N(C(C)C)/[CH:5]=[C:6](\[F:9])/[CH:7]=O)(C)C.ClC1C=CC2N=NN(OC(=[N+](C)C)N(C)C)C=2C=1.[NH2:31][C:32]1[C:36]([C:37]([NH:39][C:40]2[CH:41]=[N:42][CH:43]=[CH:44][C:45]=2[N:46]2[CH2:51][CH2:50][N:49]([CH3:52])[CH2:48][CH2:47]2)=[O:38])=[C:35]([NH2:53])[NH:34][N:33]=1.O. Product: [NH2:53][C:35]1[C:36]([C:37]([NH:39][C:40]2[CH:41]=[N:42][CH:43]=[CH:44][C:45]=2[N:46]2[CH2:51][CH2:50][N:49]([CH3:52])[CH2:48][CH2:47]2)=[O:38])=[C:32]2[N:31]=[CH:5][C:6]([F:9])=[CH:7][N:33]2[N:34]=1. The catalyst class is: 16. (5) Reactant: [Cl-].[F:2][C:3]1[CH:24]=[CH:23][C:6]2[C:7]([NH:16][C@@H:17]3[CH2:22][CH2:21][CH2:20][NH2+:19][CH2:18]3)=[N:8][C:9]3[CH:10]=[CH:11][NH:12][C:13](=[O:15])[C:14]=3[C:5]=2[CH:4]=1.C(N(CC)CC)C.CN(C(ON1N=NC2C=CC=NC1=2)=[N+](C)C)C.F[P-](F)(F)(F)(F)F.[C:56]([CH2:58][C:59](O)=[O:60])#[N:57]. Product: [F:2][C:3]1[CH:24]=[CH:23][C:6]2[C:7]([NH:16][C@@H:17]3[CH2:22][CH2:21][CH2:20][N:19]([C:59](=[O:60])[CH2:58][C:56]#[N:57])[CH2:18]3)=[N:8][C:9]3[CH:10]=[CH:11][NH:12][C:13](=[O:15])[C:14]=3[C:5]=2[CH:4]=1. The catalyst class is: 3. (6) Reactant: [CH2:1]([N:8]1[C:13](=[O:14])[C:12]([CH3:15])=[C:11]([CH3:16])[N:10]=[C:9]1[CH:17]([NH:21][CH2:22][C:23](=[O:37])[CH2:24][CH2:25][N:26]1[C:34](=[O:35])[C:33]2[C:28](=[CH:29][CH:30]=[CH:31][CH:32]=2)[C:27]1=[O:36])[CH:18]([CH3:20])[CH3:19])[C:2]1[CH:7]=[CH:6][CH:5]=[CH:4][CH:3]=1.C(N(CC)CC)C.[C:45]1([CH3:54])[CH:50]=[CH:49][C:48]([C:51](Cl)=[O:52])=[CH:47][CH:46]=1. Product: [CH2:1]([N:8]1[C:13](=[O:14])[C:12]([CH3:15])=[C:11]([CH3:16])[N:10]=[C:9]1[CH:17]([N:21]([CH2:22][C:23](=[O:37])[CH2:24][CH2:25][N:26]1[C:34](=[O:35])[C:33]2[C:28](=[CH:29][CH:30]=[CH:31][CH:32]=2)[C:27]1=[O:36])[C:51](=[O:52])[C:48]1[CH:49]=[CH:50][C:45]([CH3:54])=[CH:46][CH:47]=1)[CH:18]([CH3:20])[CH3:19])[C:2]1[CH:3]=[CH:4][CH:5]=[CH:6][CH:7]=1. The catalyst class is: 2.